This data is from NCI-60 drug combinations with 297,098 pairs across 59 cell lines. The task is: Regression. Given two drug SMILES strings and cell line genomic features, predict the synergy score measuring deviation from expected non-interaction effect. (1) Drug 1: CNC(=O)C1=CC=CC=C1SC2=CC3=C(C=C2)C(=NN3)C=CC4=CC=CC=N4. Drug 2: C1C(C(OC1N2C=C(C(=O)NC2=O)F)CO)O. Cell line: 786-0. Synergy scores: CSS=14.5, Synergy_ZIP=-6.25, Synergy_Bliss=-2.26, Synergy_Loewe=-9.29, Synergy_HSA=-2.52. (2) Drug 1: CC(CN1CC(=O)NC(=O)C1)N2CC(=O)NC(=O)C2. Drug 2: CCCS(=O)(=O)NC1=C(C(=C(C=C1)F)C(=O)C2=CNC3=C2C=C(C=N3)C4=CC=C(C=C4)Cl)F. Cell line: SNB-75. Synergy scores: CSS=-2.21, Synergy_ZIP=-0.108, Synergy_Bliss=-2.90, Synergy_Loewe=-4.50, Synergy_HSA=-4.37. (3) Drug 1: C1=CC(=CC=C1C#N)C(C2=CC=C(C=C2)C#N)N3C=NC=N3. Drug 2: CC(C)(C#N)C1=CC(=CC(=C1)CN2C=NC=N2)C(C)(C)C#N. Cell line: SK-MEL-5. Synergy scores: CSS=2.21, Synergy_ZIP=0.738, Synergy_Bliss=-0.0343, Synergy_Loewe=-3.00, Synergy_HSA=-2.35.